The task is: Predict which catalyst facilitates the given reaction.. This data is from Catalyst prediction with 721,799 reactions and 888 catalyst types from USPTO. (1) Reactant: [Cl:1][C:2]1[CH:7]=[CH:6][CH:5]=[CH:4][C:3]=1[N:8]1[C:16]2[CH2:15][CH2:14][NH:13][CH2:12][C:11]=2[CH:10]=[C:9]1[C:17]1[CH:22]=[CH:21][C:20]([O:23][CH3:24])=[CH:19][CH:18]=1.C([O-])([O-])=O.[K+].[K+].F[C:32]1[CH:39]=[CH:38][C:35]([C:36]#[N:37])=[CH:34][CH:33]=1.O. Product: [Cl:1][C:2]1[CH:7]=[CH:6][CH:5]=[CH:4][C:3]=1[N:8]1[C:16]2[CH2:15][CH2:14][N:13]([C:32]3[CH:39]=[CH:38][C:35]([C:36]#[N:37])=[CH:34][CH:33]=3)[CH2:12][C:11]=2[CH:10]=[C:9]1[C:17]1[CH:18]=[CH:19][C:20]([O:23][CH3:24])=[CH:21][CH:22]=1. The catalyst class is: 3. (2) Reactant: CN.[CH3:3][O:4][C:5]([C:7]1[CH:12]([C:13]2[CH:18]=[CH:17][CH:16]=[CH:15][C:14]=2[Cl:19])[C:11]([C:20]([O:22][CH3:23])=[O:21])=[C:10]([CH3:24])[NH:9][C:8]=1[CH2:25][O:26][CH2:27][CH2:28][N:29]1C(=O)C2C(=CC=CC=2)C1=O)=[O:6]. Product: [CH3:3][O:4][C:5]([C:7]1[CH:12]([C:13]2[CH:18]=[CH:17][CH:16]=[CH:15][C:14]=2[Cl:19])[C:11]([C:20]([O:22][CH3:23])=[O:21])=[C:10]([CH3:24])[NH:9][C:8]=1[CH2:25][O:26][CH2:27][CH2:28][NH2:29])=[O:6]. The catalyst class is: 6. (3) Reactant: [F:1][C:2]([F:21])([F:20])[C:3]([C:5]1[C:6]([C:14]2[CH:19]=[CH:18][CH:17]=[CH:16][CH:15]=2)=[C:7]2[N:11]([C:12]=1[CH3:13])[CH2:10][CH2:9][CH2:8]2)=[O:4].[F:22][C:23]([Si](C)(C)C)([F:25])[F:24].[F-].C([N+](CCCC)(CCCC)CCCC)CCC.[OH-].[Na+]. Product: [F:21][C:2]([F:1])([F:20])[C:3]([C:5]1[C:6]([C:14]2[CH:19]=[CH:18][CH:17]=[CH:16][CH:15]=2)=[C:7]2[N:11]([C:12]=1[CH3:13])[CH2:10][CH2:9][CH2:8]2)([OH:4])[C:23]([F:25])([F:24])[F:22]. The catalyst class is: 165. (4) Reactant: [F:1][C:2]1[CH:3]=[C:4]([NH:15][C:16]([C@H:18]2[C:27]3[C:22](=[CH:23][C:24]([O:28][CH3:29])=[CH:25][CH:26]=3)[CH2:21][CH2:20][N:19]2C(OC(C)(C)C)=O)=[O:17])[CH:5]=[C:6]([F:14])[C:7]=1[C:8]([CH3:13])([CH3:12])[CH2:9][O:10][CH3:11].[ClH:37].C(OCC)(=O)C. Product: [ClH:37].[F:1][C:2]1[CH:3]=[C:4]([NH:15][C:16]([C@H:18]2[C:27]3[C:22](=[CH:23][C:24]([O:28][CH3:29])=[CH:25][CH:26]=3)[CH2:21][CH2:20][NH:19]2)=[O:17])[CH:5]=[C:6]([F:14])[C:7]=1[C:8]([CH3:12])([CH3:13])[CH2:9][O:10][CH3:11]. The catalyst class is: 13. (5) Reactant: C(OC([O:8][C:9]1[CH:10]=[CH:11][C:12]([C@@H:20]([O:82][Si](C(C)(C)C)(C)C)[CH2:21][N:22]([CH2:30][CH2:31][CH2:32][CH2:33][CH2:34][CH2:35][O:36][CH2:37][CH2:38][CH2:39][CH2:40][C:41]2[CH:46]=[CH:45][C:44]([NH:47][C:48](=[O:81])[C:49]3[CH:54]=[CH:53][CH:52]=[C:51]([S:55]([C:58]4[CH:59]=[C:60]5[C:65](=[C:66]([CH3:68])[CH:67]=4)[N:64]=[CH:63][C:62]([C:69](=[O:71])[NH2:70])=[C:61]5[NH:72][C:73]4[CH:78]=[CH:77][CH:76]=[C:75]([O:79][CH3:80])[CH:74]=4)(=[O:57])=[O:56])[CH:50]=3)=[CH:43][CH:42]=2)C(=O)OC(C)(C)C)=[C:13]2[C:18]=1[NH:17][C:16](=[O:19])[CH:15]=[CH:14]2)=O)(C)(C)C.FC(F)(F)C(O)=O. Product: [OH:82][C@H:20]([C:12]1[CH:11]=[CH:10][C:9]([OH:8])=[C:18]2[C:13]=1[CH:14]=[CH:15][C:16](=[O:19])[NH:17]2)[CH2:21][NH:22][CH2:30][CH2:31][CH2:32][CH2:33][CH2:34][CH2:35][O:36][CH2:37][CH2:38][CH2:39][CH2:40][C:41]1[CH:46]=[CH:45][C:44]([NH:47][C:48]([C:49]2[CH:50]=[C:51]([S:55]([C:58]3[CH:59]=[C:60]4[C:65](=[C:66]([CH3:68])[CH:67]=3)[N:64]=[CH:63][C:62]([C:69]([NH2:70])=[O:71])=[C:61]4[NH:72][C:73]3[CH:78]=[CH:77][CH:76]=[C:75]([O:79][CH3:80])[CH:74]=3)(=[O:56])=[O:57])[CH:52]=[CH:53][CH:54]=2)=[O:81])=[CH:43][CH:42]=1. The catalyst class is: 4.